Dataset: Reaction yield outcomes from USPTO patents with 853,638 reactions. Task: Predict the reaction yield, written as a fraction of the theoretical maximum amount of product (1.0 means a 100% yield; for example, 0.34 means a 34% yield). (1) The reactants are C([O:8][C:9]1[C:14](B2OC(C)(C)C(C)(C)O2)=[CH:13][CH:12]=[CH:11][C:10]=1[C:24](C1C=CC=CC=1)=[O:25])C1C=CC=CC=1.[Br:32]C1C=CC=CN=1.C([O-])([O-])=O.[K+].[K+].O1CCOCC1. The catalyst is CCOC(C)=O.C1C=CC([P]([Pd]([P](C2C=CC=CC=2)(C2C=CC=CC=2)C2C=CC=CC=2)([P](C2C=CC=CC=2)(C2C=CC=CC=2)C2C=CC=CC=2)[P](C2C=CC=CC=2)(C2C=CC=CC=2)C2C=CC=CC=2)(C2C=CC=CC=2)C2C=CC=CC=2)=CC=1.O. The product is [Br:32][C:14]1[C:9]([OH:8])=[C:10]([CH:11]=[CH:12][CH:13]=1)[CH:24]=[O:25]. The yield is 0.420. (2) The reactants are [CH3:1]I.[CH2:3]([C:5]1[C:14]2[C:13](=[O:15])[NH:12][C:11](=[S:16])[NH:10][C:9]=2[O:8][C:7](=[O:17])[CH:6]=1)[CH3:4].O. The catalyst is CN(C=O)C. The product is [CH2:3]([C:5]1[C:14]2[C:13](=[O:15])[NH:12][C:11]([S:16][CH3:1])=[N:10][C:9]=2[O:8][C:7](=[O:17])[CH:6]=1)[CH3:4]. The yield is 0.960. (3) The reactants are Br[C:2]1[CH:3]=[C:4]([CH:25]=[CH:26][CH:27]=1)[C:5]([N:7]1[CH2:12][CH2:11][C:10]([CH2:14][N:15]2[C:20](=[O:21])[C:19]3=[CH:22][CH:23]=[CH:24][N:18]3[N:17]=[CH:16]2)([OH:13])[CH2:9][CH2:8]1)=[O:6].[CH3:28][O:29][C:30]1[CH:35]=[CH:34][C:33](B(O)O)=[CH:32][CH:31]=1.C(=O)(O)[O-].[Na+]. The catalyst is Cl[Pd](Cl)([P](C1C=CC=CC=1)(C1C=CC=CC=1)C1C=CC=CC=1)[P](C1C=CC=CC=1)(C1C=CC=CC=1)C1C=CC=CC=1.C(OCC)(=O)C. The product is [OH:13][C:10]1([CH2:14][N:15]2[C:20](=[O:21])[C:19]3=[CH:22][CH:23]=[CH:24][N:18]3[N:17]=[CH:16]2)[CH2:11][CH2:12][N:7]([C:5]([C:4]2[CH:3]=[C:2]([C:33]3[CH:34]=[CH:35][C:30]([O:29][CH3:28])=[CH:31][CH:32]=3)[CH:27]=[CH:26][CH:25]=2)=[O:6])[CH2:8][CH2:9]1. The yield is 0.370. (4) The reactants are [Cl:1][C:2]1[N:3]=[C:4]([C:13]([NH:15][C@H:16]([CH2:26][N:27]2C(=O)C3C(=CC=CC=3)C2=O)[CH2:17][C:18]2[CH:23]=[CH:22][C:21]([F:24])=[C:20]([F:25])[CH:19]=2)=[O:14])[NH:5][C:6]=1[C:7]1[N:11]([CH3:12])[N:10]=[CH:9][CH:8]=1.NN. The catalyst is CO. The product is [NH2:27][CH2:26][C@@H:16]([NH:15][C:13]([C:4]1[NH:5][C:6]([C:7]2[N:11]([CH3:12])[N:10]=[CH:9][CH:8]=2)=[C:2]([Cl:1])[N:3]=1)=[O:14])[CH2:17][C:18]1[CH:23]=[CH:22][C:21]([F:24])=[C:20]([F:25])[CH:19]=1. The yield is 0.340. (5) The reactants are [F:1][C:2]([F:33])([F:32])[C:3]1[CH:4]=[C:5]([CH:25]=[C:26]([C:28]([F:31])([F:30])[F:29])[CH:27]=1)[CH2:6][N:7]([CH3:24])[C:8](=[O:23])[C:9]1[C:14]([C:15]2[CH:20]=[CH:19][CH:18]=[CH:17][C:16]=2[CH3:21])=[CH:13][C:12](Cl)=[N:11][CH:10]=1.[CH2:34]([CH2:36][NH2:37])[OH:35]. No catalyst specified. The product is [F:1][C:2]([F:33])([F:32])[C:3]1[CH:4]=[C:5]([CH:25]=[C:26]([C:28]([F:31])([F:30])[F:29])[CH:27]=1)[CH2:6][N:7]([CH3:24])[C:8](=[O:23])[C:9]1[C:14]([C:15]2[CH:20]=[CH:19][CH:18]=[CH:17][C:16]=2[CH3:21])=[CH:13][C:12]([NH:37][CH2:36][CH2:34][OH:35])=[N:11][CH:10]=1. The yield is 0.739.